Dataset: Full USPTO retrosynthesis dataset with 1.9M reactions from patents (1976-2016). Task: Predict the reactants needed to synthesize the given product. (1) The reactants are: [Si:1]([O:18][CH:19]1[CH2:22][N:21]([C:23]2[S:24][CH:25]=[C:26]([C:28](=[O:34])[N:29]([CH3:33])[CH2:30][CH2:31]O)[N:27]=2)[CH2:20]1)([C:14]([CH3:17])([CH3:16])[CH3:15])([C:8]1[CH:13]=[CH:12][CH:11]=[CH:10][CH:9]=1)[C:2]1[CH:7]=[CH:6][CH:5]=[CH:4][CH:3]=1.C1(P([N:49]=[N+:50]=[N-:51])(C2C=CC=CC=2)=O)C=CC=CC=1.C1(P(C2C=CC=CC=2)C2C=CC=CC=2)C=CC=CC=1.CCOC(/N=N/C(OCC)=O)=O.C1(C)C=CC=CC=1. Given the product [Si:1]([O:18][CH:19]1[CH2:22][N:21]([C:23]2[S:24][CH:25]=[C:26]([C:28](=[O:34])[N:29]([CH2:30][CH2:31][N:49]=[N+:50]=[N-:51])[CH3:33])[N:27]=2)[CH2:20]1)([C:14]([CH3:17])([CH3:15])[CH3:16])([C:2]1[CH:3]=[CH:4][CH:5]=[CH:6][CH:7]=1)[C:8]1[CH:9]=[CH:10][CH:11]=[CH:12][CH:13]=1, predict the reactants needed to synthesize it. (2) The reactants are: [NH2:1][C:2]1[C:3]([OH:12])=[C:4]([CH:9]=[CH:10][CH:11]=1)[C:5]([O:7][CH3:8])=[O:6].[CH3:13][C:14]1[CH:22]=[CH:21][C:17]([C:18](O)=O)=[CH:16][CH:15]=1. Given the product [C:14]1([CH3:13])[CH:22]=[CH:21][C:17]([C:18]2[O:12][C:3]3[C:4]([C:5]([O:7][CH3:8])=[O:6])=[CH:9][CH:10]=[CH:11][C:2]=3[N:1]=2)=[CH:16][CH:15]=1, predict the reactants needed to synthesize it. (3) Given the product [F:10][CH:9]([F:11])[O:8][C:5]1[CH:6]=[CH:7][C:2]([B:20]2[O:21][C:22]([CH3:24])([CH3:23])[C:18]([CH3:34])([CH3:17])[O:19]2)=[CH:3][CH:4]=1, predict the reactants needed to synthesize it. The reactants are: Br[C:2]1[CH:7]=[CH:6][C:5]([O:8][CH:9]([F:11])[F:10])=[CH:4][CH:3]=1.C([O-])(=O)C.[K+].[CH3:17][C:18]1([CH3:34])[C:22]([CH3:24])([CH3:23])[O:21][B:20]([B:20]2[O:21][C:22]([CH3:24])([CH3:23])[C:18]([CH3:34])([CH3:17])[O:19]2)[O:19]1. (4) Given the product [O:23]=[C:22]1[N:1]([C:2]2[CH:3]=[C:4]([S:9]([N:12]([CH2:19][CH3:20])[C:13]3[CH:14]=[CH:15][CH:16]=[CH:17][CH:18]=3)(=[O:11])=[O:10])[CH:5]=[CH:6][C:7]=2[CH3:8])[C:26](=[O:27])[C:25]2[C:24](=[CH:33][CH:32]=[CH:31][CH:30]=2)[NH:21]1, predict the reactants needed to synthesize it. The reactants are: [NH2:1][C:2]1[CH:3]=[C:4]([S:9]([N:12]([CH2:19][CH3:20])[C:13]2[CH:18]=[CH:17][CH:16]=[CH:15][CH:14]=2)(=[O:11])=[O:10])[CH:5]=[CH:6][C:7]=1[CH3:8].[N:21]([C:24]1[CH:33]=[CH:32][CH:31]=[CH:30][C:25]=1[C:26](OC)=[O:27])=[C:22]=[O:23]. (5) The reactants are: [CH2:1]([O:3][C:4](=[O:25])[CH:5]=[CH:6][C:7]1[CH:12]=[CH:11][C:10]([NH:13][C:14]([O:16][CH2:17][C:18]2[CH:23]=[CH:22][CH:21]=[CH:20][CH:19]=2)=[O:15])=[CH:9][C:8]=1[F:24])[CH3:2].C(O[CH2:32][N:33]([CH2:41][Si](C)(C)C)[CH2:34][C:35]1[CH:40]=[CH:39][CH:38]=[CH:37][CH:36]=1)CCCC.FC(F)(F)C(O)=O. Given the product [CH2:1]([O:3][C:4]([C@@H:5]1[C@@H:6]([C:7]2[CH:12]=[CH:11][C:10]([NH:13][C:14]([O:16][CH2:17][C:18]3[CH:23]=[CH:22][CH:21]=[CH:20][CH:19]=3)=[O:15])=[CH:9][C:8]=2[F:24])[CH2:41][N:33]([CH2:34][C:35]2[CH:40]=[CH:39][CH:38]=[CH:37][CH:36]=2)[CH2:32]1)=[O:25])[CH3:2], predict the reactants needed to synthesize it. (6) Given the product [F:8][C:5]1[N:6]=[CH:7][C:2]([NH:23][N:22]=[C:9]([C:10]2[CH:15]=[CH:14][CH:13]=[CH:12][CH:11]=2)[C:16]2[CH:21]=[CH:20][CH:19]=[CH:18][CH:17]=2)=[CH:3][CH:4]=1, predict the reactants needed to synthesize it. The reactants are: Br[C:2]1[CH:3]=[CH:4][C:5]([F:8])=[N:6][CH:7]=1.[C:9](=[N:22][NH2:23])([C:16]1[CH:21]=[CH:20][CH:19]=[CH:18][CH:17]=1)[C:10]1[CH:15]=[CH:14][CH:13]=[CH:12][CH:11]=1.CC(C)([O-])C.[Na+]. (7) Given the product [ClH:28].[NH2:20][C@@H:18]1[CH2:19][C@H:17]1[C:14]1[CH:15]=[CH:16][C:11]([NH:10][C:8](=[O:9])[C:4]2[CH:5]=[CH:6][CH:7]=[C:2]([Br:1])[CH:3]=2)=[CH:12][CH:13]=1, predict the reactants needed to synthesize it. The reactants are: [Br:1][C:2]1[CH:3]=[C:4]([C:8]([NH:10][C:11]2[CH:16]=[CH:15][C:14]([C@@H:17]3[CH2:19][C@H:18]3[NH:20]C(=O)OC(C)(C)C)=[CH:13][CH:12]=2)=[O:9])[CH:5]=[CH:6][CH:7]=1.[ClH:28].C(OCC)(=O)C.